Dataset: Full USPTO retrosynthesis dataset with 1.9M reactions from patents (1976-2016). Task: Predict the reactants needed to synthesize the given product. (1) Given the product [CH3:1][C@@H:4]1[CH2:6][CH2:8][CH2:14][N:13]1[CH2:12][CH2:11][C:23]1[CH:24]=[CH:25][C:20]([N+:17]([O-:19])=[O:18])=[CH:21][CH:22]=1, predict the reactants needed to synthesize it. The reactants are: [C:1]([C@@H:4]([C@H:6]([C:8](O)=O)O)O)(O)=O.[CH3:11][C@@H:12]1CC[CH2:14][NH:13]1.[N+:17]([C:20]1[CH:25]=[CH:24][CH:23]=[CH:22][CH:21]=1)([O-:19])=[O:18].C(=O)([O-])[O-].[K+].[K+]. (2) Given the product [CH3:31][N:32]([CH3:36])[C:33](=[O:34])[O:1][C:2]1[C:7]2[C:8](=[O:30])/[C:9](=[CH:11]/[C:12]3[C:20]4[C:15](=[N:16][CH:17]=[CH:18][C:19]=4[N:21]4[CH2:22][CH:23]5[O:28][CH:26]([CH2:25][CH2:24]5)[CH2:27]4)[N:14]([CH3:29])[CH:13]=3)/[O:10][C:6]=2[CH:5]=[CH:4][CH:3]=1, predict the reactants needed to synthesize it. The reactants are: [OH:1][C:2]1[C:7]2[C:8](=[O:30])/[C:9](=[CH:11]/[C:12]3[C:20]4[C:15](=[N:16][CH:17]=[CH:18][C:19]=4[N:21]4[CH2:27][CH:26]5[O:28][CH:23]([CH2:24][CH2:25]5)[CH2:22]4)[N:14]([CH3:29])[CH:13]=3)/[O:10][C:6]=2[CH:5]=[CH:4][CH:3]=1.[CH3:31][N:32]([CH3:36])[C:33](Cl)=[O:34].